The task is: Predict the reaction yield, written as a fraction of the theoretical maximum amount of product (1.0 means a 100% yield; for example, 0.34 means a 34% yield).. This data is from Reaction yield outcomes from USPTO patents with 853,638 reactions. (1) The reactants are [CH:1](=[N:8][NH:9][CH3:10])[C:2]1[CH:7]=[CH:6][CH:5]=[CH:4][CH:3]=1.C(O[CH:14]=[C:15]([C:21]#[N:22])[C:16]([O:18][CH2:19][CH3:20])=[O:17])C. The catalyst is C1(C)C=CC=CC=1. The product is [CH:1](=[N:8][N:9]([CH:14]=[C:15]([C:21]#[N:22])[C:16]([O:18][CH2:19][CH3:20])=[O:17])[CH3:10])[C:2]1[CH:7]=[CH:6][CH:5]=[CH:4][CH:3]=1. The yield is 0.895. (2) The product is [Br:1][C:2]1[CH:19]=[CH:18][C:5]2[C:6]3[N:7]([CH:11]=[C:12]([C:14]([OH:16])=[O:15])[N:13]=3)[CH2:8][CH2:9][O:10][C:4]=2[CH:3]=1. The yield is 0.905. The catalyst is C1COCC1.O. The reactants are [Br:1][C:2]1[CH:19]=[CH:18][C:5]2[C:6]3[N:7]([CH:11]=[C:12]([C:14]([O:16]C)=[O:15])[N:13]=3)[CH2:8][CH2:9][O:10][C:4]=2[CH:3]=1.[Li+].[OH-]. (3) The reactants are [Cl:1][C:2]1[CH:10]=[C:9]([C:11]#[CH:12])[C:5]2[O:6][CH2:7][O:8][C:4]=2[C:3]=1[NH:13][C:14]1[C:23]2[C:18](=[CH:19][C:20]([O:26][CH2:27][CH2:28][CH2:29][N:30]3[CH2:35][CH2:34][O:33][CH2:32][CH2:31]3)=[C:21]([O:24][CH3:25])[CH:22]=2)[N:17]=[CH:16][N:15]=1.I[C:37]1[N:41]([S:42]([C:45]2[CH:50]=[CH:49][C:48]([CH3:51])=[CH:47][CH:46]=2)(=[O:44])=[O:43])[N:40]=[CH:39][CH:38]=1.C(NC(C)C)(C)C. The catalyst is C(OCC)(=O)C.[Cu]I.C1C=CC(P(C2C=CC=CC=2)C2C=CC=CC=2)=CC=1.C1C=CC(P(C2C=CC=CC=2)C2C=CC=CC=2)=CC=1.Cl[Pd]Cl. The product is [Cl:1][C:2]1[CH:10]=[C:9]([C:11]#[C:12][C:37]2[N:41]([S:42]([C:45]3[CH:50]=[CH:49][C:48]([CH3:51])=[CH:47][CH:46]=3)(=[O:43])=[O:44])[N:40]=[CH:39][CH:38]=2)[C:5]2[O:6][CH2:7][O:8][C:4]=2[C:3]=1[NH:13][C:14]1[C:23]2[C:18](=[CH:19][C:20]([O:26][CH2:27][CH2:28][CH2:29][N:30]3[CH2:31][CH2:32][O:33][CH2:34][CH2:35]3)=[C:21]([O:24][CH3:25])[CH:22]=2)[N:17]=[CH:16][N:15]=1. The yield is 0.510. (4) The reactants are [CH:1]([NH:4][C:5]1[C:10]([C:11]([NH2:13])=[O:12])=[CH:9][N:8]=[C:7](S(C)=O)[N:6]=1)([CH3:3])[CH3:2].C(NC1C(C(N)=O)=CN=C(S(C)(=O)=O)N=1)(C)C.CN1C(=O)CCC1.Cl.[NH2:42][C:43]12[CH2:50][CH2:49][C:46]([OH:51])([CH2:47][CH2:48]1)[CH2:45][CH2:44]2.CCN(C(C)C)C(C)C. No catalyst specified. The product is [OH:51][C:46]12[CH2:49][CH2:50][C:43]([NH:42][C:7]3[N:6]=[C:5]([NH:4][CH:1]([CH3:3])[CH3:2])[C:10]([C:11]([NH2:13])=[O:12])=[CH:9][N:8]=3)([CH2:48][CH2:47]1)[CH2:44][CH2:45]2. The yield is 0.0820. (5) The reactants are Br[C:2]1[CH:3]=[C:4]([N:8]2[CH2:13][CH2:12][NH:11][CH2:10][CH2:9]2)[CH:5]=[CH:6][CH:7]=1.[S:14]1[CH:18]=[CH:17][C:16](B(O)O)=[CH:15]1.C(=O)([O-])[O-].[Na+].[Na+].C1(C)C=CC=CC=1. The catalyst is C1C=CC([P]([Pd]([P](C2C=CC=CC=2)(C2C=CC=CC=2)C2C=CC=CC=2)([P](C2C=CC=CC=2)(C2C=CC=CC=2)C2C=CC=CC=2)[P](C2C=CC=CC=2)(C2C=CC=CC=2)C2C=CC=CC=2)(C2C=CC=CC=2)C2C=CC=CC=2)=CC=1.O. The product is [S:14]1[CH:18]=[CH:17][C:16]([C:2]2[CH:3]=[C:4]([N:8]3[CH2:13][CH2:12][NH:11][CH2:10][CH2:9]3)[CH:5]=[CH:6][CH:7]=2)=[CH:15]1. The yield is 0.835. (6) The reactants are [F:1][C:2]1[CH:10]=[CH:9][C:8]([O:11][C:12]([F:15])([F:14])[F:13])=[CH:7][C:3]=1/[CH:4]=[N:5]/O.C(N(CC)CC)C.FC(F)(F)C(OC(=O)C(F)(F)F)=O. The catalyst is C1COCC1. The product is [F:1][C:2]1[CH:10]=[CH:9][C:8]([O:11][C:12]([F:13])([F:14])[F:15])=[CH:7][C:3]=1[C:4]#[N:5]. The yield is 0.830. (7) The reactants are [C:1]1([CH:7]([C:21]2[CH:26]=[CH:25][CH:24]=[CH:23][CH:22]=2)[N:8]2[CH2:11][C:10]([CH2:13][C:14](OC(C)(C)C)=[O:15])([OH:12])[CH2:9]2)[CH:6]=[CH:5][CH:4]=[CH:3][CH:2]=1.[H-].[Al+3].[Li+].[H-].[H-].[H-].O.[OH-].[Na+]. The catalyst is C1COCC1. The product is [C:21]1([CH:7]([C:1]2[CH:6]=[CH:5][CH:4]=[CH:3][CH:2]=2)[N:8]2[CH2:11][C:10]([CH2:13][CH2:14][OH:15])([OH:12])[CH2:9]2)[CH:22]=[CH:23][CH:24]=[CH:25][CH:26]=1. The yield is 0.850. (8) The reactants are CCCCCC[CH2:7][CH2:8][CH2:9][CH2:10][CH2:11][CH2:12][CH3:13].CO[C:16]1[CH:17]=[C:18]2[C:23](=[CH:24][CH:25]=1)[CH2:22][CH2:21][CH2:20][CH2:19]2.C1(C)C(C2C(C)=CC=CC=2)=CC=CC=1. No catalyst specified. The product is [CH3:13][C:12]1[CH:7]=[CH:8][C:9]([C:16]2[CH:17]=[C:18]3[C:23](=[CH:24][CH:25]=2)[CH2:22][CH2:21][CH2:20][CH2:19]3)=[CH:10][CH:11]=1. The yield is 0.350.